From a dataset of Full USPTO retrosynthesis dataset with 1.9M reactions from patents (1976-2016). Predict the reactants needed to synthesize the given product. (1) Given the product [CH3:70][O:71][CH2:45][CH2:44][C:43](=[O:46])[CH2:42][C@H:11]1[CH2:10][C@H:9]([C:6]2[CH:7]=[CH:8][C:3]([O:2][CH3:1])=[CH:4][CH:5]=2)[C@@H:14]([O:15][CH2:16][C:17]2[CH:18]=[CH:19][C:20]3[O:25][CH2:24][CH2:23][N:22]([CH2:26][CH2:27][CH2:28][O:29][CH3:30])[C:21]=3[CH:31]=2)[CH2:13][N:12]1[S:32]([C:35]1[CH:40]=[CH:39][C:38]([CH3:41])=[CH:37][CH:36]=1)(=[O:34])=[O:33], predict the reactants needed to synthesize it. The reactants are: [CH3:1][O:2][C:3]1[CH:8]=[CH:7][C:6]([C@@H:9]2[C@@H:14]([O:15][CH2:16][C:17]3[CH:18]=[CH:19][C:20]4[O:25][CH2:24][CH2:23][N:22]([CH2:26][CH2:27][CH2:28][O:29][CH3:30])[C:21]=4[CH:31]=3)[CH2:13][N:12]([S:32]([C:35]3[CH:40]=[CH:39][C:38]([CH3:41])=[CH:37][CH:36]=3)(=[O:34])=[O:33])[C@@H:11]([CH2:42][C:43](=[O:46])[CH:44]=[CH2:45])[CH2:10]2)=[CH:5][CH:4]=1.C(N1CCN2CCN(C(CC)C)P1N(C(CC)C)CC2)(CC)C.[CH3:70][OH:71]. (2) Given the product [CH3:45][O:44][C:41]1[CH:42]=[CH:43][C:38]([O:37][C:35](=[O:36])[NH:1][C:2]2[CH:3]=[CH:4][C:5]([C:8]3[N:9]([CH:24]4[CH2:27][CH2:26][CH2:25]4)[C:10]4[C:15]([C:16]=3[C:17]#[N:18])=[CH:14][CH:13]=[C:12]([O:19][CH2:20][CH2:21][O:22][CH3:23])[CH:11]=4)=[CH:6][CH:7]=2)=[CH:39][CH:40]=1, predict the reactants needed to synthesize it. The reactants are: [NH2:1][C:2]1[CH:7]=[CH:6][C:5]([C:8]2[N:9]([CH:24]3[CH2:27][CH2:26][CH2:25]3)[C:10]3[C:15]([C:16]=2[C:17]#[N:18])=[CH:14][CH:13]=[C:12]([O:19][CH2:20][CH2:21][O:22][CH3:23])[CH:11]=3)=[CH:4][CH:3]=1.C([O-])([O-])=O.[K+].[K+].Cl[C:35]([O:37][C:38]1[CH:43]=[CH:42][C:41]([O:44][CH3:45])=[CH:40][CH:39]=1)=[O:36]. (3) Given the product [O:9]1[CH2:10][CH2:11][O:12][CH:8]1[C:4]1[CH:3]=[C:2]([CH:24]([C:25]2[CH:30]=[CH:29][CH:28]=[CH:27][CH:26]=2)[OH:31])[CH:7]=[CH:6][CH:5]=1, predict the reactants needed to synthesize it. The reactants are: Br[C:2]1[CH:3]=[C:4]([CH:8]2[O:12][CH2:11][CH2:10][O:9]2)[CH:5]=[CH:6][CH:7]=1.C([Li])CCC.CCCCCC.[CH:24](=[O:31])[C:25]1[CH:30]=[CH:29][CH:28]=[CH:27][CH:26]=1. (4) Given the product [CH3:26][O:25][C:14]1[CH:15]=[C:16]([C:19]2[CH:20]=[N:21][N:22]([CH3:24])[CH:23]=2)[CH:17]=[CH:18][C:13]=1[NH:12][C:9]1[N:10]=[CH:11][C:6]2[CH:5]=[CH:4][N:3]=[C:2]([C:31]3[CH:32]=[N:27][CH:28]=[N:29][CH:30]=3)[C:7]=2[N:8]=1, predict the reactants needed to synthesize it. The reactants are: Cl[C:2]1[C:7]2[N:8]=[C:9]([NH:12][C:13]3[CH:18]=[CH:17][C:16]([C:19]4[CH:20]=[N:21][N:22]([CH3:24])[CH:23]=4)=[CH:15][C:14]=3[O:25][CH3:26])[N:10]=[CH:11][C:6]=2[CH:5]=[CH:4][N:3]=1.[N:27]1[CH:32]=[C:31](B(O)O)[CH:30]=[N:29][CH:28]=1.C(=O)([O-])[O-].[K+].[K+]. (5) Given the product [O:28]=[C:23]1[CH2:24][O:25][CH2:26][CH2:27][N:22]1[C:19]1[N:20]=[CH:21][C:16]([NH:15][C:12]([CH2:11][CH2:10][NH:9][C:7]([C:5]2[S:6][C:2]([Cl:1])=[CH:3][CH:4]=2)=[O:8])=[O:14])=[CH:17][CH:18]=1, predict the reactants needed to synthesize it. The reactants are: [Cl:1][C:2]1[S:6][C:5]([C:7]([NH:9][CH2:10][CH2:11][C:12]([OH:14])=O)=[O:8])=[CH:4][CH:3]=1.[NH2:15][C:16]1[CH:17]=[CH:18][C:19]([N:22]2[CH2:27][CH2:26][O:25][CH2:24][C:23]2=[O:28])=[N:20][CH:21]=1.[B-](F)(F)(F)F.CCOC(C(C#N)=NOC(N(C)C)=[N+](C)C)=O.C(N(CC)CC)C. (6) Given the product [F:1][C:2]1[C:3]([C:25](=[O:26])[CH2:24][O:23][CH3:22])=[N:4][CH:5]=[C:6]([F:8])[CH:7]=1, predict the reactants needed to synthesize it. The reactants are: [F:1][C:2]1[CH:3]=[N:4][CH:5]=[C:6]([F:8])[CH:7]=1.[Li+].CC([N-]C(C)C)C.[Si](Cl)(C)(C)C.[CH3:22][O:23][CH2:24][C:25](OC)=[O:26].